This data is from Reaction yield outcomes from USPTO patents with 853,638 reactions. The task is: Predict the reaction yield, written as a fraction of the theoretical maximum amount of product (1.0 means a 100% yield; for example, 0.34 means a 34% yield). (1) The reactants are [C:1]([C:4]1[CH:26]=[CH:25][C:7]2[NH:8][C:9](=[C:11]([C:15]3[N:20]=[C:19]([C:21]([F:24])([F:23])[F:22])[CH:18]=[CH:17][N:16]=3)[C:12]([NH2:14])=[O:13])[S:10][C:6]=2[CH:5]=1)(O)=[O:2].C(N(CC)CC)C.CCOP(ON1N=NC2C=CC=CC=2C1=O)(OCC)=O.[N:54]1([CH2:60][CH2:61][CH2:62][NH2:63])[CH2:59][CH2:58][O:57][CH2:56][CH2:55]1.[ClH:64]. The catalyst is C(#N)C.O1CCOCC1. The product is [ClH:64].[N:54]1([CH2:60][CH2:61][CH2:62][NH:63][C:1]([C:4]2[CH:26]=[CH:25][C:7]3[NH:8][C:9](=[C:11]([C:15]4[N:20]=[C:19]([C:21]([F:22])([F:23])[F:24])[CH:18]=[CH:17][N:16]=4)[C:12]([NH2:14])=[O:13])[S:10][C:6]=3[CH:5]=2)=[O:2])[CH2:59][CH2:58][O:57][CH2:56][CH2:55]1. The yield is 0.730. (2) The reactants are [C:1]([NH2:9])(=[O:8])[C:2]1[CH:7]=[CH:6][CH:5]=[CH:4][CH:3]=1.[C:10]([OH:14])(=[O:13])[CH:11]=[O:12]. The catalyst is CC(C)=O. The product is [C:1]([NH:9][CH:11]([OH:12])[C:10]([OH:14])=[O:13])(=[O:8])[C:2]1[CH:7]=[CH:6][CH:5]=[CH:4][CH:3]=1. The yield is 1.00. (3) The reactants are Cl[CH2:2][C:3]1[N:4]=[C:5]2[S:12][CH:11]=[C:10]([CH3:13])[N:6]2[C:7](=[O:9])[CH:8]=1.ClCC1N(C)N=C(C)N=1.[CH:23]1([C:28]2([CH2:36][CH2:37][C:38]3[CH:43]=[CH:42][C:41]([O:44][CH3:45])=[CH:40][CH:39]=3)[O:33][C:32](=[O:34])[CH2:31][C:30](=[O:35])[CH2:29]2)[CH2:27][CH2:26][CH2:25][CH2:24]1. No catalyst specified. The product is [CH:23]1([C:28]2([CH2:36][CH2:37][C:38]3[CH:43]=[CH:42][C:41]([O:44][CH3:45])=[CH:40][CH:39]=3)[O:33][C:32](=[O:34])[C:31]([CH2:2][C:3]3[N:4]=[C:5]4[S:12][CH:11]=[C:10]([CH3:13])[N:6]4[C:7](=[O:9])[CH:8]=3)=[C:30]([OH:35])[CH2:29]2)[CH2:27][CH2:26][CH2:25][CH2:24]1. The yield is 0.170. (4) The reactants are [C:1]([N:5]1[C:9](=[O:10])[C:8](Cl)=[C:7]([C:12]2[CH:17]=[CH:16][CH:15]=[CH:14][CH:13]=2)[S:6]1(=[O:19])=[O:18])([CH3:4])([CH3:3])[CH3:2].Cl.Cl.[Cl:22][C:23]1[CH:24]=[CH:25][C:26]([N:29]2[CH2:34][CH2:33][CH:32]([NH2:35])[CH2:31][CH2:30]2)=[N:27][CH:28]=1. The catalyst is CN(C=O)C. The product is [C:1]([N:5]1[C:9](=[O:10])[C:8]([NH:35][CH:32]2[CH2:33][CH2:34][N:29]([C:26]3[CH:25]=[CH:24][C:23]([Cl:22])=[CH:28][N:27]=3)[CH2:30][CH2:31]2)=[C:7]([C:12]2[CH:17]=[CH:16][CH:15]=[CH:14][CH:13]=2)[S:6]1(=[O:19])=[O:18])([CH3:4])([CH3:3])[CH3:2]. The yield is 0.450. (5) The reactants are [CH3:1][O:2][C:3]1[CH:4]=[C:5]([CH2:11][C:12]([OH:14])=[O:13])[CH:6]=[CH:7][C:8]=1[O:9][CH3:10].[CH3:15]O. The catalyst is S(=O)(=O)(O)O. The product is [CH3:1][O:2][C:3]1[CH:4]=[C:5]([CH2:11][C:12]([O:14][CH3:15])=[O:13])[CH:6]=[CH:7][C:8]=1[O:9][CH3:10]. The yield is 0.960. (6) The product is [CH3:3][O:4][C:5]1[CH:6]=[C:7]2[C:8](=[CH:9][CH:10]=1)[NH:11][CH:12]=[C:13]2[CH2:14][OH:15]. The catalyst is CO.C1COCC1.O.C(=O)([O-])[O-].[K+].[K+]. The reactants are [BH4-].[Na+].[CH3:3][O:4][C:5]1[CH:10]=[CH:9][C:8]2[NH:11][CH:12]=[C:13]([CH:14]=[O:15])[C:7]=2[CH:6]=1. The yield is 0.700.